This data is from Catalyst prediction with 721,799 reactions and 888 catalyst types from USPTO. The task is: Predict which catalyst facilitates the given reaction. (1) Reactant: [OH-].[Na+].[F:3][C:4]1[CH:9]=[C:8]([C:10]2[C:11]([O:18][CH3:19])=[N:12][C:13]([CH3:17])=[CH:14][C:15]=2[CH3:16])[C:7]([F:20])=[CH:6][C:5]=1[C:21]1[N:25]([CH:26]2[CH2:31][CH2:30][O:29][CH2:28][CH2:27]2)[N:24]=[CH:23][C:22]=1[C:32]([O:34]CC)=[O:33]. Product: [F:3][C:4]1[CH:9]=[C:8]([C:10]2[C:11]([O:18][CH3:19])=[N:12][C:13]([CH3:17])=[CH:14][C:15]=2[CH3:16])[C:7]([F:20])=[CH:6][C:5]=1[C:21]1[N:25]([CH:26]2[CH2:31][CH2:30][O:29][CH2:28][CH2:27]2)[N:24]=[CH:23][C:22]=1[C:32]([OH:34])=[O:33]. The catalyst class is: 8. (2) Reactant: CS(O[CH2:6][CH2:7][CH2:8][N:9]([C:26]1[CH:31]=[CH:30][C:29]([NH:32][C:33]([NH:35][C:36]2[CH:41]=[CH:40][CH:39]=[CH:38][CH:37]=2)=[O:34])=[CH:28][CH:27]=1)[S:10]([C:13]1[CH:14]=[C:15]([C:19]2[CH:24]=[CH:23][C:22]([F:25])=[CH:21][CH:20]=2)[CH:16]=[CH:17][CH:18]=1)(=[O:12])=[O:11])(=O)=O.[CH3:42][NH:43][CH3:44]. Product: [CH3:42][N:43]([CH3:44])[CH2:6][CH2:7][CH2:8][N:9]([C:26]1[CH:27]=[CH:28][C:29]([NH:32][C:33]([NH:35][C:36]2[CH:41]=[CH:40][CH:39]=[CH:38][CH:37]=2)=[O:34])=[CH:30][CH:31]=1)[S:10]([C:13]1[CH:14]=[C:15]([C:19]2[CH:24]=[CH:23][C:22]([F:25])=[CH:21][CH:20]=2)[CH:16]=[CH:17][CH:18]=1)(=[O:11])=[O:12]. The catalyst class is: 12. (3) Reactant: [NH2:1][C@H:2]([C:34]1[CH:39]=[CH:38][CH:37]=[CH:36][CH:35]=1)[CH2:3][N:4]1[C:9](=[O:10])[C:8]([C:11]2[CH:16]=[CH:15][CH:14]=[C:13]([O:17][CH3:18])[C:12]=2[F:19])=[C:7]([CH3:20])[N:6]([CH2:21][C:22]2[C:27]([S:28]([CH3:31])(=[O:30])=[O:29])=[CH:26][CH:25]=[CH:24][C:23]=2[F:32])[C:5]1=[O:33].C(=O)([O-])[O-].[Na+].[Na+].Br[CH2:47][CH2:48][CH2:49][N:50]1[C:54](=[O:55])[C:53]2=[CH:56][CH:57]=[CH:58][CH:59]=[C:52]2[C:51]1=[O:60].C(OCC)(=O)C. Product: [C:51]1(=[O:60])[N:50]([CH2:49][CH2:48][CH2:47][NH:1][C@H:2]([C:34]2[CH:35]=[CH:36][CH:37]=[CH:38][CH:39]=2)[CH2:3][N:4]2[C:9](=[O:10])[C:8]([C:11]3[CH:16]=[CH:15][CH:14]=[C:13]([O:17][CH3:18])[C:12]=3[F:19])=[C:7]([CH3:20])[N:6]([CH2:21][C:22]3[C:27]([S:28]([CH3:31])(=[O:30])=[O:29])=[CH:26][CH:25]=[CH:24][C:23]=3[F:32])[C:5]2=[O:33])[C:54](=[O:55])[C:53]2=[CH:56][CH:57]=[CH:58][CH:59]=[C:52]12. The catalyst class is: 3. (4) Reactant: [CH2:1]([O:8][C:9]1[CH:14]=[C:13](/[CH:15]=[CH:16]/[C:17]2[N:18]([CH2:22][O:23][CH2:24][C:25]3[CH:30]=[CH:29][CH:28]=[CH:27][CH:26]=3)[N:19]=[CH:20][CH:21]=2)[CH:12]=[CH:11][C:10]=1[N:31]1[S:35](=[O:37])(=[O:36])[N:34](CC[Si](C)(C)C)[C:33](=[O:44])[CH2:32]1)[C:2]1[CH:7]=[CH:6][CH:5]=[CH:4][CH:3]=1.[F-].[Cs+]. Product: [CH2:1]([O:8][C:9]1[CH:14]=[C:13](/[CH:15]=[CH:16]/[C:17]2[N:18]([CH2:22][O:23][CH2:24][C:25]3[CH:30]=[CH:29][CH:28]=[CH:27][CH:26]=3)[N:19]=[CH:20][CH:21]=2)[CH:12]=[CH:11][C:10]=1[N:31]1[S:35](=[O:37])(=[O:36])[NH:34][C:33](=[O:44])[CH2:32]1)[C:2]1[CH:7]=[CH:6][CH:5]=[CH:4][CH:3]=1. The catalyst class is: 3. (5) Reactant: [Cl:1][C:2]1[CH:3]=[N:4][C:5]2[C:10]([CH:11]=1)=[CH:9][C:8]([CH:12]=[N:13][OH:14])=[CH:7][CH:6]=2.[Cl:15]N1C(=O)CCC1=O. Product: [Cl:1][C:2]1[CH:3]=[N:4][C:5]2[C:10]([CH:11]=1)=[CH:9][C:8]([C:12]([Cl:15])=[N:13][OH:14])=[CH:7][CH:6]=2. The catalyst class is: 3. (6) Product: [F:19][C:20]1[CH:21]=[C:22]([N+:27]([O-:29])=[O:28])[CH:23]=[CH:24][C:25]=1[N:3]1[CH2:8][CH2:7][C:6](=[O:9])[CH2:5][CH2:4]1. Reactant: Cl.O.[NH:3]1[CH2:8][CH2:7][C:6](=[O:9])[CH2:5][CH2:4]1.C(N(C(C)C)CC)(C)C.[F:19][C:20]1[CH:21]=[C:22]([N+:27]([O-:29])=[O:28])[CH:23]=[CH:24][C:25]=1F. The catalyst class is: 10. (7) Reactant: Br[C:2]1[CH:3]=[N:4][CH:5]=[C:6]2[C:11]=1[N:10]=[C:9]([C:12]([NH2:14])=[O:13])[CH:8]=[CH:7]2.[O:15]1[CH2:20][CH2:19][N:18]([C:21]2[CH:22]=[C:23](B(O)O)[CH:24]=[CH:25][CH:26]=2)[CH2:17][CH2:16]1.C(=O)([O-])[O-].[Cs+].[Cs+]. Product: [O:15]1[CH2:20][CH2:19][N:18]([C:21]2[CH:26]=[C:25]([C:2]3[CH:3]=[N:4][CH:5]=[C:6]4[C:11]=3[N:10]=[C:9]([C:12]([NH2:14])=[O:13])[CH:8]=[CH:7]4)[CH:24]=[CH:23][CH:22]=2)[CH2:17][CH2:16]1. The catalyst class is: 688. (8) Reactant: [NH2:1][C:2]1[C:7]([NH:8][C:9]2[CH:14]=[CH:13][C:12]([I:15])=[CH:11][C:10]=2[F:16])=[C:6]([CH3:17])[C:5](=[O:18])[N:4]2[CH2:19][CH2:20][S:21][C:3]=12.[CH2:22]([C:25]1([S:28](Cl)(=[O:30])=[O:29])[CH2:27][CH2:26]1)[CH:23]=[CH2:24]. Product: [F:16][C:10]1[CH:11]=[C:12]([I:15])[CH:13]=[CH:14][C:9]=1[NH:8][C:7]1[C:2]([NH:1][S:28]([C:25]2([CH2:22][CH:23]=[CH2:24])[CH2:27][CH2:26]2)(=[O:30])=[O:29])=[C:3]2[S:21][CH2:20][CH2:19][N:4]2[C:5](=[O:18])[C:6]=1[CH3:17]. The catalyst class is: 17. (9) Reactant: Cl[C:2](=[N:9][OH:10])[C:3]1[CH:8]=[CH:7][CH:6]=[CH:5][CH:4]=1.[C:11]([O:15][C:16]([NH:18][CH2:19][C:20]#[CH:21])=[O:17])([CH3:14])([CH3:13])[CH3:12].C(N(CC)CC)C. Product: [C:11]([O:15][C:16]([NH:18][CH2:19][C:20]1[O:10][N:9]=[C:2]([C:3]2[CH:8]=[CH:7][CH:6]=[CH:5][CH:4]=2)[CH:21]=1)=[O:17])([CH3:14])([CH3:13])[CH3:12]. The catalyst class is: 1. (10) Reactant: [CH2:1]([O:3][C:4](=[O:23])[C:5]([CH2:11][C:12]1[C:20]2[C:15](=[CH:16][CH:17]=[C:18]([O:21][CH3:22])[CH:19]=2)[NH:14][CH:13]=1)([N+:8]([O-])=O)[CH2:6][CH3:7])[CH3:2]. Product: [CH2:1]([O:3][C:4](=[O:23])[C:5]([NH2:8])([CH2:6][CH3:7])[CH2:11][C:12]1[C:20]2[C:15](=[CH:16][CH:17]=[C:18]([O:21][CH3:22])[CH:19]=2)[NH:14][CH:13]=1)[CH3:2]. The catalyst class is: 227.